From a dataset of Merck oncology drug combination screen with 23,052 pairs across 39 cell lines. Regression. Given two drug SMILES strings and cell line genomic features, predict the synergy score measuring deviation from expected non-interaction effect. (1) Drug 1: CC1CC2C3CCC4=CC(=O)C=CC4(C)C3(F)C(O)CC2(C)C1(O)C(=O)CO. Drug 2: O=C(O)C1(Cc2cccc(Nc3nccs3)n2)CCC(Oc2cccc(Cl)c2F)CC1. Cell line: DLD1. Synergy scores: synergy=8.01. (2) Drug 1: CS(=O)(=O)CCNCc1ccc(-c2ccc3ncnc(Nc4ccc(OCc5cccc(F)c5)c(Cl)c4)c3c2)o1. Drug 2: NC1(c2ccc(-c3nc4ccn5c(=O)[nH]nc5c4cc3-c3ccccc3)cc2)CCC1. Cell line: NCIH1650. Synergy scores: synergy=44.0. (3) Drug 1: CS(=O)(=O)CCNCc1ccc(-c2ccc3ncnc(Nc4ccc(OCc5cccc(F)c5)c(Cl)c4)c3c2)o1. Drug 2: CC(C)CC(NC(=O)C(Cc1ccccc1)NC(=O)c1cnccn1)B(O)O. Cell line: ZR751. Synergy scores: synergy=16.2. (4) Drug 1: CC1CC2C3CCC4=CC(=O)C=CC4(C)C3(F)C(O)CC2(C)C1(O)C(=O)CO. Drug 2: O=C(CCCCCCC(=O)Nc1ccccc1)NO. Cell line: RKO. Synergy scores: synergy=10.7. (5) Cell line: KPL1. Synergy scores: synergy=1.84. Drug 2: CC1(c2nc3c(C(N)=O)cccc3[nH]2)CCCN1. Drug 1: O=C(CCCCCCC(=O)Nc1ccccc1)NO. (6) Drug 1: O=C(CCCCCCC(=O)Nc1ccccc1)NO. Drug 2: CNC(=O)c1cc(Oc2ccc(NC(=O)Nc3ccc(Cl)c(C(F)(F)F)c3)cc2)ccn1. Cell line: HT144. Synergy scores: synergy=-8.56. (7) Drug 1: CC1CC2C3CCC4=CC(=O)C=CC4(C)C3(F)C(O)CC2(C)C1(O)C(=O)CO. Drug 2: CNC(=O)c1cc(Oc2ccc(NC(=O)Nc3ccc(Cl)c(C(F)(F)F)c3)cc2)ccn1. Cell line: SKMEL30. Synergy scores: synergy=8.16. (8) Drug 1: CCC1=CC2CN(C1)Cc1c([nH]c3ccccc13)C(C(=O)OC)(c1cc3c(cc1OC)N(C)C1C(O)(C(=O)OC)C(OC(C)=O)C4(CC)C=CCN5CCC31C54)C2. Drug 2: O=C(NOCC(O)CO)c1ccc(F)c(F)c1Nc1ccc(I)cc1F. Cell line: LNCAP. Synergy scores: synergy=0.358. (9) Cell line: EFM192B. Drug 2: NC(=O)c1cccc2cn(-c3ccc(C4CCCNC4)cc3)nc12. Drug 1: O=S1(=O)NC2(CN1CC(F)(F)F)C1CCC2Cc2cc(C=CCN3CCC(C(F)(F)F)CC3)ccc2C1. Synergy scores: synergy=3.19.